Dataset: Reaction yield outcomes from USPTO patents with 853,638 reactions. Task: Predict the reaction yield, written as a fraction of the theoretical maximum amount of product (1.0 means a 100% yield; for example, 0.34 means a 34% yield). (1) The reactants are [C:1]([O:5][C:6]([N:8]1[CH2:13][CH2:12][N:11]([CH:14]([C:17]2[CH:22]=[CH:21][CH:20]=[CH:19][C:18]=2[Cl:23])[CH2:15][NH2:16])[CH2:10][CH2:9]1)=[O:7])([CH3:4])([CH3:3])[CH3:2].[CH3:24][C:25](OC(C)=O)=[O:26]. The catalyst is N1C=CC=CC=1.CCOC(C)=O. The product is [C:1]([O:5][C:6]([N:8]1[CH2:13][CH2:12][N:11]([CH:14]([C:17]2[CH:22]=[CH:21][CH:20]=[CH:19][C:18]=2[Cl:23])[CH2:15][NH:16][C:25](=[O:26])[CH3:24])[CH2:10][CH2:9]1)=[O:7])([CH3:4])([CH3:2])[CH3:3]. The yield is 0.990. (2) The reactants are [Cl:1][C:2]1[CH:7]=[CH:6][C:5]([N:8]([C@H:12]2[C:21]3[C:16](=[CH:17][CH:18]=[CH:19][CH:20]=3)[N:15]([C:22](=[O:34])[C:23]3[CH:28]=[CH:27][C:26]([O:29][CH2:30][CH:31]4[CH2:33][O:32]4)=[CH:25][CH:24]=3)[C@@H:14]([CH3:35])[CH2:13]2)[C:9](=[O:11])[CH3:10])=[CH:4][CH:3]=1.NCC(O)COC1C=C[C:44]([C:45]([N:47]2C3[C:44](=CC=CC=3)[C@H:45]([N:47](C3C=CC(Cl)=CC=3)[C:48](=O)[CH3:49])[CH2:49][C@@H:48]2C)=O)=CC=1.C(=O)C.[BH-](OC(C)=O)(OC(C)=O)OC(C)=O.[Na+]. The catalyst is ClCCl. The product is [Cl:1][C:2]1[CH:3]=[CH:4][C:5]([N:8]([C@H:12]2[C:21]3[C:16](=[CH:17][CH:18]=[CH:19][CH:20]=3)[N:15]([C:22](=[O:34])[C:23]3[CH:24]=[CH:25][C:26]([O:29][CH2:30][CH:31]([OH:32])[CH2:33][N:47]([CH2:48][CH3:49])[CH2:45][CH3:44])=[CH:27][CH:28]=3)[C@@H:14]([CH3:35])[CH2:13]2)[C:9](=[O:11])[CH3:10])=[CH:6][CH:7]=1. The yield is 0.380.